From a dataset of Full USPTO retrosynthesis dataset with 1.9M reactions from patents (1976-2016). Predict the reactants needed to synthesize the given product. (1) Given the product [NH2:2][CH2:1][C:3]1[CH:8]=[CH:7][C:6]([CH2:9][C:10]([O:12][CH2:13][CH3:14])=[O:11])=[CH:5][CH:4]=1, predict the reactants needed to synthesize it. The reactants are: [C:1]([C:3]1[CH:8]=[CH:7][C:6]([CH2:9][C:10]([O:12][CH2:13][CH3:14])=[O:11])=[CH:5][CH:4]=1)#[N:2]. (2) Given the product [OH:16][CH:15]([CH2:17][NH:36][CH:33]1[CH2:32][CH2:31][N:30]([C:28]2[C:29]3[C:21]([CH3:20])=[CH:22][S:23][C:24]=3[N:25]=[CH:26][N:27]=2)[CH2:35][CH2:34]1)[CH2:14][O:13][C:10]1[CH:9]=[CH:8][C:7]([OH:6])=[CH:12][CH:11]=1, predict the reactants needed to synthesize it. The reactants are: C([Si](C)(C)[O:6][C:7]1[CH:12]=[CH:11][C:10]([O:13][CH2:14][CH:15]2[CH2:17][O:16]2)=[CH:9][CH:8]=1)(C)(C)C.[CH3:20][C:21]1[C:29]2[C:28]([N:30]3[CH2:35][CH2:34][CH:33]([NH2:36])[CH2:32][CH2:31]3)=[N:27][CH:26]=[N:25][C:24]=2[S:23][CH:22]=1.